Task: Predict the reactants needed to synthesize the given product.. Dataset: Full USPTO retrosynthesis dataset with 1.9M reactions from patents (1976-2016) (1) Given the product [F:49][C:2]([F:1])([F:48])[C:3]1[CH:4]=[C:5]([CH:41]=[C:42]([C:44]([F:45])([F:46])[F:47])[CH:43]=1)[CH2:6][N:7]([CH2:23][C:24]1[CH:29]=[C:28]([C:30]([F:33])([F:32])[F:31])[CH:27]=[CH:26][C:25]=1[N:34]([CH2:37][CH2:38][CH2:39][CH3:40])[CH2:35][CH3:36])[C:8]1[N:9]=[CH:10][C:11]([O:14][CH2:15][CH2:16][CH2:17][C:18]([OH:20])=[O:19])=[CH:12][N:13]=1, predict the reactants needed to synthesize it. The reactants are: [F:1][C:2]([F:49])([F:48])[C:3]1[CH:4]=[C:5]([CH:41]=[C:42]([C:44]([F:47])([F:46])[F:45])[CH:43]=1)[CH2:6][N:7]([CH2:23][C:24]1[CH:29]=[C:28]([C:30]([F:33])([F:32])[F:31])[CH:27]=[CH:26][C:25]=1[N:34]([CH2:37][CH2:38][CH2:39][CH3:40])[CH2:35][CH3:36])[C:8]1[N:13]=[CH:12][C:11]([O:14][CH2:15][CH2:16][CH2:17][C:18]([O:20]CC)=[O:19])=[CH:10][N:9]=1.[OH-].[Na+].C(OCC)(=O)C. (2) Given the product [F:26][C:25]1[CH:24]=[CH:23][C:10]([CH2:11][C:12]2[C:21]3[C:16](=[CH:17][CH:18]=[CH:19][CH:20]=3)[C:15](=[O:22])[NH:14][N:13]=2)=[CH:9][C:8]=1[C:6]([N:4]1[CH2:3][CH:2]([NH:1][CH:28]([CH2:29][CH2:30][CH3:31])[CH3:27])[CH2:5]1)=[O:7], predict the reactants needed to synthesize it. The reactants are: [NH2:1][CH:2]1[CH2:5][N:4]([C:6]([C:8]2[CH:9]=[C:10]([CH:23]=[CH:24][C:25]=2[F:26])[CH2:11][C:12]2[C:21]3[C:16](=[CH:17][CH:18]=[CH:19][CH:20]=3)[C:15](=[O:22])[NH:14][N:13]=2)=[O:7])[CH2:3]1.[CH3:27][C:28](=O)[CH2:29][CH2:30][CH3:31].C(O[BH-](OC(=O)C)OC(=O)C)(=O)C.[Na+].